From a dataset of Catalyst prediction with 721,799 reactions and 888 catalyst types from USPTO. Predict which catalyst facilitates the given reaction. (1) Reactant: [NH2:1][C:2]1[CH:10]=[CH:9][C:8]([C:11]([C:14]2[CH:19]=[CH:18][CH:17]=[CH:16][CH:15]=2)([CH3:13])[CH3:12])=[CH:7][C:3]=1[C:4]([OH:6])=[O:5].C(N(CC)CC)C.[F:27][C:28]([F:39])([F:38])[C:29]1[CH:37]=[CH:36][C:32]([C:33](Cl)=O)=[CH:31][CH:30]=1. Product: [F:27][C:28]([F:38])([F:39])[C:29]1[CH:30]=[CH:31][C:32]([C:33]2[O:5][C:4](=[O:6])[C:3]3[CH:7]=[C:8]([C:11]([C:14]4[CH:19]=[CH:18][CH:17]=[CH:16][CH:15]=4)([CH3:13])[CH3:12])[CH:9]=[CH:10][C:2]=3[N:1]=2)=[CH:36][CH:37]=1. The catalyst class is: 7. (2) Reactant: [CH3:1][O:2][CH2:3][CH2:4][N:5]([CH2:10][C:11]1[CH:20]=[CH:19][C:14]([C:15]([O:17]C)=[O:16])=[CH:13][CH:12]=1)[CH2:6][CH2:7][O:8][CH3:9].C1COCC1.[OH-].[Li+].Cl. The catalyst class is: 24. Product: [CH3:1][O:2][CH2:3][CH2:4][N:5]([CH2:10][C:11]1[CH:12]=[CH:13][C:14]([C:15]([OH:17])=[O:16])=[CH:19][CH:20]=1)[CH2:6][CH2:7][O:8][CH3:9]. (3) Reactant: C(OC([N:8]1[CH2:13][CH2:12][CH:11]([NH:14][CH3:15])[CH2:10][CH2:9]1)=O)(C)(C)C.C(N(CC)CC)C.[CH3:23][S:24](Cl)(=[O:26])=[O:25]. Product: [CH3:15][N:14]([CH:11]1[CH2:12][CH2:13][NH:8][CH2:9][CH2:10]1)[S:24]([CH3:23])(=[O:26])=[O:25]. The catalyst class is: 4. (4) Reactant: [Cl:1][C:2]1[CH:7]=[C:6]([C:8]([F:11])([F:10])[F:9])[CH:5]=[CH:4][C:3]=1[C:12]#[C:13][C:14]([OH:16])=O.[CH3:17][CH:18]1[CH2:23][CH:22]([CH3:24])[CH2:21][N:20]([CH2:25][CH2:26][O:27][C:28]2[CH:33]=[CH:32][C:31]([NH2:34])=[CH:30][C:29]=2[O:35][CH3:36])[CH2:19]1. Product: [CH3:24][CH:22]1[CH2:23][CH:18]([CH3:17])[CH2:19][N:20]([CH2:25][CH2:26][O:27][C:28]2[CH:33]=[CH:32][C:31]([NH:34][C:14](=[O:16])[C:13]#[C:12][C:3]3[CH:4]=[CH:5][C:6]([C:8]([F:9])([F:10])[F:11])=[CH:7][C:2]=3[Cl:1])=[CH:30][C:29]=2[O:35][CH3:36])[CH2:21]1. The catalyst class is: 98. (5) Reactant: [CH3:1][O:2][C@@H:3]([C@@H:8]([C@@H:11]([CH2:13][OH:14])[OH:12])[O:9][CH3:10])[C@H:4]([OH:7])[CH2:5][OH:6].N1[CH:20]=[CH:19][CH:18]=[CH:17][CH:16]=1.[C:21](Cl)([C:34]1[CH:39]=[CH:38][CH:37]=[CH:36][CH:35]=1)([C:28]1[CH:33]=[CH:32][CH:31]=[CH:30][CH:29]=1)[C:22]1[CH:27]=[CH:26][CH:25]=[CH:24][CH:23]=1.[C:41](Cl)(=[O:48])[C:42]1[CH:47]=[CH:46][CH:45]=[CH:44][CH:43]=1.C([O:53][CH2:54][CH3:55])(=O)C. Product: [C:41]([O:12][C@@H:11]([C@H:8]([C@@H:3]([C@@H:4]([CH2:5][O:6][C:21]([C:22]1[CH:27]=[CH:26][CH:25]=[CH:24][CH:23]=1)([C:34]1[CH:35]=[CH:36][CH:37]=[CH:38][CH:39]=1)[C:28]1[CH:29]=[CH:30][CH:31]=[CH:32][CH:33]=1)[O:7][C:54](=[O:53])[C:55]1[CH:20]=[CH:19][CH:18]=[CH:17][CH:16]=1)[O:2][CH3:1])[O:9][CH3:10])[CH2:13][O:14][C:21]([C:34]1[CH:39]=[CH:38][CH:37]=[CH:36][CH:35]=1)([C:28]1[CH:33]=[CH:32][CH:31]=[CH:30][CH:29]=1)[C:22]1[CH:27]=[CH:26][CH:25]=[CH:24][CH:23]=1)(=[O:48])[C:42]1[CH:47]=[CH:46][CH:45]=[CH:44][CH:43]=1. The catalyst class is: 8.